From a dataset of Catalyst prediction with 721,799 reactions and 888 catalyst types from USPTO. Predict which catalyst facilitates the given reaction. (1) Reactant: [Cl-].O[NH3+:3].[C:4](=[O:7])([O-])[OH:5].[Na+].CS(C)=O.[CH3:13][C:14]1([CH3:52])[CH2:18][O:17][C:16]2([CH2:23][CH2:22][CH:21]([N:24]3[C:29](=[O:30])[C:28]([CH2:31][C:32]4[CH:37]=[CH:36][C:35]([C:38]5[C:39]([C:44]#[N:45])=[CH:40][CH:41]=[CH:42][CH:43]=5)=[CH:34][CH:33]=4)=[C:27]([CH2:46][CH2:47][CH3:48])[N:26]4[N:49]=[CH:50][N:51]=[C:25]34)[CH2:20][CH2:19]2)[O:15]1. Product: [CH3:52][C:14]1([CH3:13])[CH2:18][O:17][C:16]2([CH2:19][CH2:20][CH:21]([N:24]3[C:29](=[O:30])[C:28]([CH2:31][C:32]4[CH:37]=[CH:36][C:35]([C:38]5[CH:43]=[CH:42][CH:41]=[CH:40][C:39]=5[C:44]5[NH:3][C:4](=[O:7])[O:5][N:45]=5)=[CH:34][CH:33]=4)=[C:27]([CH2:46][CH2:47][CH3:48])[N:26]4[N:49]=[CH:50][N:51]=[C:25]34)[CH2:22][CH2:23]2)[O:15]1. The catalyst class is: 13. (2) Reactant: Br[C:2]1[CH:3]=[C:4]([NH:12][C:13]2[C:22]3[C:17](=[CH:18][CH:19]=[CH:20][CH:21]=3)[C:16]([C:23]3[CH:32]=[CH:31][C:26]([C:27]([O:29][CH3:30])=[O:28])=[CH:25][CH:24]=3)=[N:15][N:14]=2)[CH:5]=[C:6]([C:8]([F:11])([F:10])[F:9])[CH:7]=1.[CH2:33]([Sn](CCCC)(CCCC)C=C)[CH2:34]CC.CC1(C)C2C(=C(P(C3C=CC=CC=3)C3C=CC=CC=3)C=CC=2)OC2C(P(C3C=CC=CC=3)C3C=CC=CC=3)=CC=CC1=2.C(N(CC)CC)C.N12CCCN=C1CCCCC2.II.ClCCl. Product: [F:10][C:8]([F:9])([F:11])[C:6]1[CH:5]=[C:4]([NH:12][C:13]2[C:22]3[C:17](=[CH:18][CH:19]=[CH:20][CH:21]=3)[C:16]([C:23]3[CH:32]=[CH:31][C:26]([C:27]([O:29][CH3:30])=[O:28])=[CH:25][CH:24]=3)=[N:15][N:14]=2)[CH:3]=[C:2]([CH:33]=[CH2:34])[CH:7]=1. The catalyst class is: 101. (3) The catalyst class is: 13. Product: [Br:15][C:16]1[CH:21]=[CH:20][CH:19]=[CH:18][C:17]=1[N:13]([C:8]1[CH:9]=[CH:10][C:11]([Cl:12])=[C:6]([S:3]([NH:2][CH3:1])(=[O:5])=[O:4])[C:7]=1[OH:14])[C:27](=[O:28])[NH2:26]. Reactant: [CH3:1][NH:2][S:3]([C:6]1[C:11]([Cl:12])=[CH:10][CH:9]=[C:8]([NH2:13])[C:7]=1[OH:14])(=[O:5])=[O:4].[Br:15][C:16]1[CH:21]=[CH:20][CH:19]=[CH:18][C:17]=1N=C=O.C[N:26](C)[CH:27]=[O:28]. (4) The catalyst class is: 531. Reactant: [S:1]1[C:5]2[CH:6]=[CH:7][CH:8]=[CH:9][C:4]=2[CH:3]=[C:2]1[CH:10]=[N:11][OH:12].[CH2:13]([C:15](=[CH2:21])[C:16]([O:18][CH2:19][CH3:20])=[O:17])[CH3:14].Cl[O-].[Na+].O. Product: [S:1]1[C:5]2[CH:6]=[CH:7][CH:8]=[CH:9][C:4]=2[CH:3]=[C:2]1[C:10]1[CH2:21][C:15]([CH2:13][CH3:14])([C:16]([O:18][CH2:19][CH3:20])=[O:17])[O:12][N:11]=1. (5) Reactant: [NH2:1][C:2]1[CH:7]=[CH:6][C:5]([OH:8])=[C:4]([C:9]2[S:13][CH:12]=[N:11][CH:10]=2)[CH:3]=1.Cl[C:15]1[N:16]=[CH:17][C:18]2[CH:23]=[C:22]([C:24]3[CH2:25][CH2:26][N:27]([C:30]([O:32][C:33]([CH3:36])([CH3:35])[CH3:34])=[O:31])[CH2:28][CH:29]=3)[NH:21][C:19]=2[N:20]=1. Product: [OH:8][C:5]1[CH:6]=[CH:7][C:2]([NH:1][C:17]2[C:18]3[CH:23]=[C:22]([C:24]4[CH2:25][CH2:26][N:27]([C:30]([O:32][C:33]([CH3:36])([CH3:35])[CH3:34])=[O:31])[CH2:28][CH:29]=4)[NH:21][C:19]=3[N:20]=[CH:15][N:16]=2)=[CH:3][C:4]=1[C:9]1[S:13][CH:12]=[N:11][CH:10]=1. The catalyst class is: 51. (6) Reactant: C(O[C:6](=[O:28])[NH:7][CH2:8][CH:9]([C:13]([N:15]1[CH2:19][CH:18]([Cl:20])[CH:17]2[O:21][CH2:22][C:23]([O:26][CH3:27])([O:24][CH3:25])[CH:16]12)=[O:14])[CH:10]([CH3:12])[CH3:11])(C)(C)C.C(Cl)(=O)C.Cl.N1C=CC=C1.Cl.[F:40][C:41]1[S:45][C:44]([N:46]2[CH2:51][CH2:50][N:49]([CH3:52])[CH2:48][CH2:47]2)=[N:43][C:42]=1[C:53]1[CH:61]=[CH:60][C:56](C(O)=O)=[CH:55][CH:54]=1.CN(C(ON1N=NC2C=CC=NC1=2)=[N+](C)C)C.F[P-](F)(F)(F)(F)F. Product: [Cl:20][CH:18]1[CH2:19][N:15]([C:13]([CH:9]([CH:10]([CH3:11])[CH3:12])[CH2:8][NH:7][C:6](=[O:28])[C:56]2[CH:60]=[CH:61][C:53]([C:42]3[N:43]=[C:44]([N:46]4[CH2:47][CH2:48][N:49]([CH3:52])[CH2:50][CH2:51]4)[S:45][C:41]=3[F:40])=[CH:54][CH:55]=2)=[O:14])[CH:16]2[C:23]([O:24][CH3:25])([O:26][CH3:27])[CH2:22][O:21][CH:17]12. The catalyst class is: 5.